Dataset: Reaction yield outcomes from USPTO patents with 853,638 reactions. Task: Predict the reaction yield, written as a fraction of the theoretical maximum amount of product (1.0 means a 100% yield; for example, 0.34 means a 34% yield). The reactants are [CH3:1][O:2][C:3]1[CH:4]=[C:5]2[C:10](=[CH:11][C:12]=1[O:13][CH3:14])[N:9]=[CH:8][N:7]=[C:6]2[O:15][C:16]1[CH:22]=[CH:21][C:19]([NH2:20])=[C:18]([N+:23]([O-:25])=[O:24])[CH:17]=1.Cl[C:27](Cl)([O:29][C:30](=[O:36])OC(Cl)(Cl)Cl)Cl.[CH3:38][C:39]1[CH:44]=[CH:43][CH:42]=[CH:41][C:40]=1CO.C(=O)(O)[O-].[Na+]. The catalyst is C(Cl)Cl.C(N(CC)CC)C.C1(C)C=CC=CC=1. The product is [CH3:1][O:2][C:3]1[CH:4]=[C:5]2[C:10](=[CH:11][C:12]=1[O:13][CH3:14])[N:9]=[CH:8][N:7]=[C:6]2[O:15][C:16]1[CH:22]=[CH:21][C:19]([NH:20][C:30](=[O:36])[O:29][CH2:27][C:40]2[CH:41]=[CH:42][CH:43]=[CH:44][C:39]=2[CH3:38])=[C:18]([N+:23]([O-:25])=[O:24])[CH:17]=1. The yield is 0.910.